This data is from Full USPTO retrosynthesis dataset with 1.9M reactions from patents (1976-2016). The task is: Predict the reactants needed to synthesize the given product. (1) Given the product [Cl:55][C:52]1[CH:51]=[N:50][C:49]([C:46]2([N:42]3[CH2:41][C@H:40]([C@:23]45[CH2:35][C:34](=[O:36])[C:33]([CH:37]([CH3:38])[CH3:39])=[C:24]4[C@@H:25]4[C@@:20]([CH3:56])([CH2:21][CH2:22]5)[C@@:19]5([CH3:57])[C@@H:28]([C@:29]6([CH3:32])[C@@H:16]([CH2:17][CH2:18]5)[C:15]([CH3:58])([CH3:59])[C@@H:14]([O:13][C:11](=[O:12])[CH2:10][C:2]([CH3:1])([CH3:60])[C:3]([OH:5])=[O:4])[CH2:31][CH2:30]6)[CH2:27][CH2:26]4)[O:44][C:43]3=[O:45])[CH2:48][CH2:47]2)=[N:54][CH:53]=1, predict the reactants needed to synthesize it. The reactants are: [CH3:1][C:2]([CH3:60])([CH2:10][C:11]([O:13][C@H:14]1[CH2:31][CH2:30][C@@:29]2([CH3:32])[C@@H:16]([CH2:17][CH2:18][C@:19]3([CH3:57])[C@@H:28]2[CH2:27][CH2:26][C@H:25]2[C@@:20]3([CH3:56])[CH2:21][CH2:22][C@@:23]3([C@@H:40]4[O:44][C:43](=[O:45])[N:42]([C:46]5([C:49]6[N:54]=[CH:53][C:52]([Cl:55])=[CH:51][N:50]=6)[CH2:48][CH2:47]5)[CH2:41]4)[CH2:35][C:34](=[O:36])[C:33]([CH:37]([CH3:39])[CH3:38])=[C:24]32)[C:15]1([CH3:59])[CH3:58])=[O:12])[C:3]([O:5]C(C)(C)C)=[O:4].C(O)(C(F)(F)F)=O. (2) Given the product [C:6]([C:5]([C:11]1[CH:16]=[CH:15][C:14]([O:17][CH3:18])=[C:13]([O:19][CH3:20])[CH:12]=1)([CH:8]([CH3:10])[CH3:9])[CH2:4][CH2:3][CH2:2][N:22]([CH3:21])[CH2:23][CH2:24][C:25]1[CH:34]=[CH:33][C:28]([C:29]([O:31][CH3:32])=[O:30])=[CH:27][CH:26]=1)#[N:7], predict the reactants needed to synthesize it. The reactants are: Br[CH2:2][CH2:3][CH2:4][C:5]([C:11]1[CH:16]=[CH:15][C:14]([O:17][CH3:18])=[C:13]([O:19][CH3:20])[CH:12]=1)([CH:8]([CH3:10])[CH3:9])[C:6]#[N:7].[CH3:21][NH:22][CH2:23][CH2:24][C:25]1[CH:34]=[CH:33][C:28]([C:29]([O:31][CH3:32])=[O:30])=[CH:27][CH:26]=1. (3) Given the product [CH2:1]1[C:10]2[C:5](=[CH:6][CH:7]=[CH:8][CH:9]=2)[C:4](=[N:15][OH:16])[C:3](=[O:13])[O:2]1, predict the reactants needed to synthesize it. The reactants are: [C:1]1(=O)[C:10]2[C:5](=[CH:6][CH:7]=[CH:8][CH:9]=2)[CH2:4][CH2:3][O:2]1.C[O-:13].[Na+].[N:15](OCC(C)C)=[O:16].Cl. (4) Given the product [Cl:16][C:17]1[S:21][C:20]([C:22]([NH:1][C:2]2[CH:11]=[C:10]([CH3:12])[C:9]([N+:13]([O-:15])=[O:14])=[CH:8][C:3]=2[C:4]([O:6][CH3:7])=[O:5])=[O:23])=[CH:19][CH:18]=1, predict the reactants needed to synthesize it. The reactants are: [NH2:1][C:2]1[CH:11]=[C:10]([CH3:12])[C:9]([N+:13]([O-:15])=[O:14])=[CH:8][C:3]=1[C:4]([O:6][CH3:7])=[O:5].[Cl:16][C:17]1[S:21][C:20]([C:22](Cl)=[O:23])=[CH:19][CH:18]=1. (5) Given the product [F:20][C:17]1[CH:18]=[CH:19][C:14]([C:12]2[C:11]([OH:21])=[CH:4][C:3]3[C:2](=[CH:9][CH:8]=[CH:7][CH:6]=3)[N:1]=2)=[CH:15][CH:16]=1, predict the reactants needed to synthesize it. The reactants are: [NH2:1][C:2]1[CH:9]=[CH:8][CH:7]=[CH:6][C:3]=1[CH:4]=O.Br[CH2:11][C:12]([C:14]1[CH:19]=[CH:18][C:17]([F:20])=[CH:16][CH:15]=1)=O.[OH-:21].[Na+].Cl. (6) The reactants are: N#N.[H-].[H-].[H-].[H-].[Li+].[Al+3].[NH:9]1[C:13]2[CH:14]=[CH:15][CH:16]=[CH:17][C:12]=2[N:11]=[C:10]1[C@H:18]([NH:28][C:29](=[O:46])[NH:30][CH2:31][CH2:32][CH:33]1[CH2:38][CH2:37][N:36]([C:39](OC(C)(C)C)=O)[CH2:35][CH2:34]1)[CH2:19][C:20]1[CH:25]=[CH:24][C:23]([O:26][CH3:27])=[CH:22][CH:21]=1.[OH-].[Na+]. Given the product [NH:9]1[C:13]2[CH:14]=[CH:15][CH:16]=[CH:17][C:12]=2[N:11]=[C:10]1[C@H:18]([NH:28][C:29]([NH:30][CH2:31][CH2:32][CH:33]1[CH2:34][CH2:35][N:36]([CH3:39])[CH2:37][CH2:38]1)=[O:46])[CH2:19][C:20]1[CH:21]=[CH:22][C:23]([O:26][CH3:27])=[CH:24][CH:25]=1, predict the reactants needed to synthesize it. (7) Given the product [CH2:52]([NH:57][CH2:7][CH2:8][CH2:9][CH2:10][CH2:11][CH2:12][CH2:13][CH2:14][CH2:15][CH2:16][CH2:17][CH3:18])[CH2:51][CH2:50][CH2:48][CH2:47][CH2:46][CH2:25][CH2:26][CH2:27][CH2:28][CH2:23][CH3:22], predict the reactants needed to synthesize it. The reactants are: C(O)CCCCC[CH2:7][CH2:8][CH2:9][CH2:10][CH2:11][CH2:12][CH2:13][CH2:14][CH2:15][CH2:16][CH2:17][CH3:18].[H][H].[CH3:22][C:23]1[C:28]2COC(=O)[C:27]=2[C:26](O[C@@H]2O[C@H](C(O)=O)[C@@H](O)[C@H](O)[C@H]2O)=[C:25]([CH2:46]/[CH:47]=[C:48](/[CH2:50][CH2:51][C:52](O)=O)\C)C=1OC.[NH3:57]. (8) The reactants are: [F:1][C:2]1[CH:3]=[C:4]([N:14]2[C:26]3[C:25]4[CH:24]=[C:23]([C:27]#[C:28][C:29]5[CH:30]=[N:31][CH:32]=[CH:33][CH:34]=5)[CH:22]=[CH:21][C:20]=4[N:19]=[CH:18][C:17]=3[N:16]=[C:15]2[CH3:35])[CH:5]=[CH:6][C:7]=1[N:8]1[CH2:13][CH2:12][NH:11][CH2:10][CH2:9]1.I[CH2:37][CH3:38].C(N(C(C)C)C(C)C)C. Given the product [CH2:37]([N:11]1[CH2:10][CH2:9][N:8]([C:7]2[CH:6]=[CH:5][C:4]([N:14]3[C:26]4[C:25]5[CH:24]=[C:23]([C:27]#[C:28][C:29]6[CH:30]=[N:31][CH:32]=[CH:33][CH:34]=6)[CH:22]=[CH:21][C:20]=5[N:19]=[CH:18][C:17]=4[N:16]=[C:15]3[CH3:35])=[CH:3][C:2]=2[F:1])[CH2:13][CH2:12]1)[CH3:38], predict the reactants needed to synthesize it. (9) Given the product [CH3:9][O:8][C:5]1[CH:6]=[CH:7][C:2]2[CH:14]=[C:13]([CH:12]([CH3:15])[CH3:11])[O:10][C:3]=2[CH:4]=1, predict the reactants needed to synthesize it. The reactants are: I[C:2]1[CH:7]=[CH:6][C:5]([O:8][CH3:9])=[CH:4][C:3]=1[OH:10].[CH3:11][CH:12]([CH3:15])[C:13]#[CH:14].